Predict the product of the given reaction. From a dataset of Forward reaction prediction with 1.9M reactions from USPTO patents (1976-2016). (1) Given the reactants [N:1]1([C:7]2[NH:11][C:10]3[CH:12]=[CH:13][CH:14]=[CH:15][C:9]=3[N:8]=2)[CH2:6][CH2:5][CH2:4][CH2:3][CH2:2]1.Br[CH2:17][C:18]1[CH:37]=[CH:36][C:21]2/[C:22](=[C:32](/[CH3:35])\[C:33]#[N:34])/[C:23]3[CH:30]=[CH:29][C:28]([F:31])=[CH:27][C:24]=3[O:25][CH2:26][C:20]=2[CH:19]=1, predict the reaction product. The product is: [F:31][C:28]1[CH:29]=[CH:30][C:23]2=[C:24]([CH:27]=1)[O:25][CH2:26][C:20]1[CH:19]=[C:18]([CH2:17][N:11]3[C:10]4[CH:12]=[CH:13][CH:14]=[CH:15][C:9]=4[N:8]=[C:7]3[N:1]3[CH2:2][CH2:3][CH2:4][CH2:5][CH2:6]3)[CH:37]=[CH:36][C:21]=1/[C:22]/2=[C:32](/[CH3:35])\[C:33]#[N:34]. (2) Given the reactants [CH3:1][C@@H:2]([OH:6])[C@H:3]([OH:5])[CH3:4].[H-].[Na+].[Br:9][C:10]1[C:11](Cl)=[N:12][C:13]([Cl:16])=[N:14][CH:15]=1, predict the reaction product. The product is: [Br:9][C:10]1[C:11]([O:5][C@H:3]([CH3:4])[C@H:2]([OH:6])[CH3:1])=[N:12][C:13]([Cl:16])=[N:14][CH:15]=1. (3) Given the reactants [Cl:1][C:2]1[CH:3]=[C:4]([C:9]([F:12])([F:11])[F:10])[CH:5]=[CH:6][C:7]=1I.[C:13]([N:20]1[CH2:25][CH2:24][NH:23][CH2:22][CH2:21]1)([O:15][C:16]([CH3:19])([CH3:18])[CH3:17])=[O:14].CC(C)([O-])C.[Na+].C1(C)C=CC=CC=1P(C1C=CC=CC=1C)C1C=CC=CC=1C, predict the reaction product. The product is: [C:16]([O:15][C:13]([N:20]1[CH2:25][CH2:24][N:23]([C:7]2[CH:6]=[CH:5][C:4]([C:9]([F:12])([F:11])[F:10])=[CH:3][C:2]=2[Cl:1])[CH2:22][CH2:21]1)=[O:14])([CH3:19])([CH3:17])[CH3:18]. (4) Given the reactants C([O:3][C:4](=[O:38])[C:5]([O:8][C:9]1[CH:14]=[CH:13][C:12]([O:15][CH2:16][CH2:17][C:18]2[N:19]=[C:20]([C:24]3[CH:29]=[CH:28][C:27]([C:30]4[C:35]([F:36])=[CH:34][CH:33]=[CH:32][C:31]=4[F:37])=[CH:26][CH:25]=3)[O:21][C:22]=2[CH3:23])=[CH:11][CH:10]=1)([CH3:7])[CH3:6])C.[OH-].[Na+], predict the reaction product. The product is: [F:36][C:35]1[CH:34]=[CH:33][CH:32]=[C:31]([F:37])[C:30]=1[C:27]1[CH:28]=[CH:29][C:24]([C:20]2[O:21][C:22]([CH3:23])=[C:18]([CH2:17][CH2:16][O:15][C:12]3[CH:11]=[CH:10][C:9]([O:8][C:5]([CH3:7])([CH3:6])[C:4]([OH:38])=[O:3])=[CH:14][CH:13]=3)[N:19]=2)=[CH:25][CH:26]=1. (5) Given the reactants [NH2:1][C:2]1[CH:7]=[CH:6][CH:5]=[CH:4][C:3]=1[NH:8][C:9]1[S:13][C:12]([C:14]([O:16][CH3:17])=[O:15])=[C:11]([OH:18])[CH:10]=1.[CH:19](OCC)(OCC)OCC, predict the reaction product. The product is: [N:8]1([C:9]2[S:13][C:12]([C:14]([O:16][CH3:17])=[O:15])=[C:11]([OH:18])[CH:10]=2)[C:3]2[CH:4]=[CH:5][CH:6]=[CH:7][C:2]=2[N:1]=[CH:19]1. (6) The product is: [OH:1][CH:2]([C:19]1[CH:20]=[N:21][CH:22]=[CH:23][CH:24]=1)[CH:3]([CH2:18][S:25][C:26]1[S:27][CH:28]=[C:29]([CH3:31])[N:30]=1)[C:4]([O:6][CH2:7][C:8]1[CH:13]=[CH:12][CH:11]=[C:10]([C:14]([F:15])([F:16])[F:17])[CH:9]=1)=[O:5]. Given the reactants [OH:1][CH:2]([C:19]1[CH:20]=[N:21][CH:22]=[CH:23][CH:24]=1)[C:3](=[CH2:18])[C:4]([O:6][CH2:7][C:8]1[CH:13]=[CH:12][CH:11]=[C:10]([C:14]([F:17])([F:16])[F:15])[CH:9]=1)=[O:5].[SH:25][C:26]1[S:27][CH:28]=[C:29]([CH3:31])[N:30]=1.C1N2CCN(CC2)C1, predict the reaction product.